Dataset: Full USPTO retrosynthesis dataset with 1.9M reactions from patents (1976-2016). Task: Predict the reactants needed to synthesize the given product. (1) The reactants are: [CH3:1][O:2][C:3]1[CH:12]=[C:11]2[C:6]([CH2:7][CH2:8][C:9](=[O:15])[C:10]2([CH3:14])[CH3:13])=[CH:5][CH:4]=1.C1C(=O)N([Cl:23])C(=O)C1. Given the product [Cl:23][C:4]1[CH:5]=[C:6]2[C:11](=[CH:12][C:3]=1[O:2][CH3:1])[C:10]([CH3:13])([CH3:14])[C:9](=[O:15])[CH2:8][CH2:7]2, predict the reactants needed to synthesize it. (2) Given the product [C:1]([C:5]1[CH:10]=[CH:9][CH:8]=[CH:7][C:6]=1[N:11]1[CH2:16][CH2:15][N:14]([C:17]([CH:19]2[CH2:23][CH2:22][C:21](=[O:42])[N:20]2[CH2:33][C:34]([O:36][CH3:37])=[O:35])=[O:18])[CH2:13][CH2:12]1)([CH3:4])([CH3:3])[CH3:2], predict the reactants needed to synthesize it. The reactants are: [C:1]([C:5]1[CH:10]=[CH:9][CH:8]=[CH:7][C:6]=1[N:11]1[CH2:16][CH2:15][N:14]([C:17]([C:19]2[N:20](C3C=CC=CC=3)[CH:21]=[CH:22][CH:23]=2)=[O:18])[CH2:13][CH2:12]1)([CH3:4])([CH3:3])[CH3:2].[H-].[Na+].Br[CH2:33][C:34]([O:36][CH3:37])=[O:35].CN(C=[O:42])C. (3) Given the product [CH3:21][O:1][C:2]1([C:11]2[CH:18]=[CH:17][C:14]([C:15]#[N:16])=[CH:13][CH:12]=2)[CH2:7][CH2:6][CH2:5][N:4]2[CH:8]=[N:9][CH:10]=[C:3]12, predict the reactants needed to synthesize it. The reactants are: [OH:1][C:2]1([C:11]2[CH:18]=[CH:17][C:14]([C:15]#[N:16])=[CH:13][CH:12]=2)[CH2:7][CH2:6][CH2:5][N:4]2[CH:8]=[N:9][CH:10]=[C:3]12.[H-].[Na+].[CH3:21]I.O. (4) Given the product [ClH:8].[Cl:35][C:36]1[CH:37]=[C:38]([CH:42]=[CH:43][CH:44]=1)[C:39]([NH:21][CH2:20][CH2:19][N:16]1[CH2:15][CH2:14][CH:13]([O:12][C:11]2[CH:22]=[CH:23][C:24]([Cl:25])=[C:9]([Cl:8])[CH:10]=2)[CH2:18][CH2:17]1)=[O:40], predict the reactants needed to synthesize it. The reactants are: FC(F)(F)C(O)=O.[Cl:8][C:9]1[CH:10]=[C:11]([CH:22]=[CH:23][C:24]=1[Cl:25])[O:12][CH:13]1[CH2:18][CH2:17][N:16]([CH2:19][CH2:20][NH2:21])[CH2:15][CH2:14]1.C(N(CC)C(C)C)(C)C.[Cl:35][C:36]1[CH:37]=[C:38]([CH:42]=[CH:43][CH:44]=1)[C:39](Cl)=[O:40].Cl. (5) Given the product [CH2:7]([O:14][CH2:15][C@H:16]([O:19][C:1](=[O:5])[CH2:2][CH:25]([CH3:26])[CH3:28])[CH:17]=[CH2:18])[C:8]1[CH:13]=[CH:12][CH:11]=[CH:10][CH:9]=1, predict the reactants needed to synthesize it. The reactants are: [C:1](Cl)(=[O:5])[CH:2](C)C.[CH2:7]([O:14][CH2:15][C@H:16]([OH:19])[CH:17]=[CH2:18])[C:8]1[CH:13]=[CH:12][CH:11]=[CH:10][CH:9]=1.C(N([CH2:25][CH3:26])CC)C.O.[CH2:28](Cl)Cl. (6) Given the product [CH2:29]([O:36][C:37]1[C:45]([O:46][CH3:47])=[CH:44][C:40]([C:41]([N:3]2[C:4]3[CH:9]=[CH:8][CH:7]=[CH:6][C:5]=3[S:1][CH2:2]2)=[O:42])=[CH:39][C:38]=1[Cl:48])[C:30]1[CH:31]=[CH:32][CH:33]=[CH:34][CH:35]=1, predict the reactants needed to synthesize it. The reactants are: [S:1]1[C:5]2[CH:6]=[CH:7][CH:8]=[CH:9][C:4]=2[NH:3][CH2:2]1.NC1C=CC=CC=1S.C=O.C(N(C(C)C)CC)(C)C.[CH2:29]([O:36][C:37]1[C:45]([O:46][CH3:47])=[CH:44][C:40]([C:41](Cl)=[O:42])=[CH:39][C:38]=1[Cl:48])[C:30]1[CH:35]=[CH:34][CH:33]=[CH:32][CH:31]=1.